Predict the reaction yield, written as a fraction of the theoretical maximum amount of product (1.0 means a 100% yield; for example, 0.34 means a 34% yield). From a dataset of Reaction yield outcomes from USPTO patents with 853,638 reactions. (1) The reactants are [CH3:1][C:2]1[N:3]=[C:4]([SH:15])[N:5]([C:8]2[CH:13]=[CH:12][C:11]([CH3:14])=[CH:10][CH:9]=2)[C:6]=1[CH3:7].[Br:16][C:17]1[CH:22]=[CH:21][CH:20]=[CH:19][C:18]=1[NH:23][C:24](=[O:27])[CH2:25]Cl.C(=O)([O-])[O-].[K+].[K+]. The catalyst is CN(C=O)C. The product is [Br:16][C:17]1[CH:22]=[CH:21][CH:20]=[CH:19][C:18]=1[NH:23][C:24](=[O:27])[CH2:25][S:15][C:4]1[N:5]([C:8]2[CH:13]=[CH:12][C:11]([CH3:14])=[CH:10][CH:9]=2)[C:6]([CH3:7])=[C:2]([CH3:1])[N:3]=1. The yield is 0.230. (2) The reactants are [CH3:1][O:2][C:3]1[CH:10]=[CH:9][CH:8]=[CH:7][C:4]=1[CH2:5][NH2:6].[CH3:11][Si:12]([CH2:15]Cl)([CH3:14])[CH3:13]. The catalyst is C(#N)C. The product is [CH3:1][O:2][C:3]1[CH:10]=[CH:9][CH:8]=[CH:7][C:4]=1[CH2:5][NH:6][CH2:11][Si:12]([CH3:15])([CH3:14])[CH3:13]. The yield is 1.00. (3) The reactants are [C:1]1([CH:8]=[CH:7][CH:6]=[C:4]([OH:5])[CH:3]=1)[OH:2].O[CH:10]([C:14]1[CH:19]=CC=[CH:16][CH:15]=1)[C:11]([OH:13])=O.B(F)(F)F.CC[O:26][CH2:27][CH3:28].[CH3:29]S(Cl)(=O)=O. The catalyst is CCOCC.CCCCCC. The product is [CH:15]1[C:14]([C:10]2[C:11](=[O:13])[C:8]3[CH:7]=[CH:6][C:4]([OH:5])=[CH:3][C:1]=3[O:2][CH:29]=2)=[CH:19][CH:28]=[C:27]([OH:26])[CH:16]=1. The yield is 0.440. (4) The reactants are [NH2:1][C:2]1[S:6][N:5]=[C:4]([CH3:7])[C:3]=1[C:8]([NH:10][C:11]1[CH:16]=[CH:15][CH:14]=[CH:13][C:12]=1[CH2:17][CH3:18])=[O:9].Cl[C:20]1[N:27]=[CH:26][CH:25]=[CH:24][C:21]=1[C:22]#[N:23].C(=O)([O-])[O-].[Cs+].[Cs+].CC1(C)C2C(=C(P(C3C=CC=CC=3)C3C=CC=CC=3)C=CC=2)OC2C(P(C3C=CC=CC=3)C3C=CC=CC=3)=CC=CC1=2. The catalyst is O1CCOCC1.C([O-])(=O)C.[Pd+2].C([O-])(=O)C. The product is [C:22]([C:21]1[C:20]([NH:1][C:2]2[S:6][N:5]=[C:4]([CH3:7])[C:3]=2[C:8]([NH:10][C:11]2[CH:16]=[CH:15][CH:14]=[CH:13][C:12]=2[CH2:17][CH3:18])=[O:9])=[N:27][CH:26]=[CH:25][CH:24]=1)#[N:23]. The yield is 0.260.